Predict the reaction yield, written as a fraction of the theoretical maximum amount of product (1.0 means a 100% yield; for example, 0.34 means a 34% yield). From a dataset of Reaction yield outcomes from USPTO patents with 853,638 reactions. (1) The catalyst is C(Cl)Cl.O. The reactants are [OH:1][CH:2]1[CH2:7][CH2:6][CH:5]([O:8][C:9]2[CH:14]=[CH:13][C:12]([N:15]3[C:20](=[O:21])[C:19]([CH2:22][C:23]4[CH:28]=[CH:27][C:26]([C:29]5[CH:34]=[CH:33][CH:32]=[CH:31][C:30]=5[C:35]5[NH:39][C:38](=[O:40])[O:37][N:36]=5)=[CH:25][CH:24]=4)=[C:18]([CH2:41][CH2:42][CH3:43])[N:17]=[C:16]3[CH3:44])=[CH:11][CH:10]=2)[CH2:4][C:3]1([CH3:46])[CH3:45].CC(OI1(OC(C)=O)(OC(C)=O)OC(=O)C2C1=CC=CC=2)=O.C(OCC)(=O)C.S([O-])([O-])(=O)=S.[Na+].[Na+]. The yield is 0.610. The product is [CH3:45][C:3]1([CH3:46])[C:2](=[O:1])[CH2:7][CH2:6][CH:5]([O:8][C:9]2[CH:14]=[CH:13][C:12]([N:15]3[C:20](=[O:21])[C:19]([CH2:22][C:23]4[CH:28]=[CH:27][C:26]([C:29]5[CH:34]=[CH:33][CH:32]=[CH:31][C:30]=5[C:35]5[NH:39][C:38](=[O:40])[O:37][N:36]=5)=[CH:25][CH:24]=4)=[C:18]([CH2:41][CH2:42][CH3:43])[N:17]=[C:16]3[CH3:44])=[CH:11][CH:10]=2)[CH2:4]1. (2) The reactants are [CH:1]1[CH2:6][CH:5]=[CH:4][CH2:3][CH:2]=1.[Cl:7][SiH:8]([Cl:10])[Cl:9]. The catalyst is [Cl-].C([P+](CCCC)(CCCC)CCCC)CCC. The product is [Cl:7][Si:8]([Cl:10])([Cl:9])[CH:1]1[CH:6]([Si:8]([Cl:10])([Cl:9])[Cl:7])[CH2:5][CH:4]=[CH:3][CH2:2]1.[Cl:7][Si:8]([CH:1]1[CH2:6][CH2:5][CH:4]=[CH:3][CH2:2]1)([Cl:10])[Cl:9]. The yield is 0.720. (3) The reactants are [Si]([O:8][CH:9]1[CH:22]([O:23][Si](C(C)(C)C)(C)C)[C:21]2C=C(I)C=C[C:16]=2[C:15]2[C:10]1=[CH:11][CH:12]=[CH:13][CH:14]=2)(C(C)(C)C)(C)C.O1[CH2:36][CH2:35][CH2:34][CH2:33]1.[F-].C([N+](CCCC)(CCCC)CCCC)CCC. The catalyst is C(O)C. The product is [C:9]1(=[O:8])[C:10]2[CH:11]=[CH:12][C:13]3[C:14](=[CH:33][CH:34]=[CH:35][CH:36]=3)[C:15]=2[CH:16]=[CH:21][C:22]1=[O:23]. The yield is 0.760. (4) The reactants are Cl[C:2]1[CH:7]=[CH:6][CH:5]=[C:4]([N:8]2[CH2:11][CH:10]([O:12][C:13]3[CH:18]=[CH:17][C:16]([F:19])=[CH:15][CH:14]=3)[CH2:9]2)[N:3]=1.N[C:21]1[CH:30]=[CH:29][C:24]([C:25]([NH:27][CH3:28])=[O:26])=[CH:23][CH:22]=1.C(=O)([O-])[O-].[Cs+].[Cs+].C1C=CC(P(C2C(C3C(P(C4C=CC=CC=4)C4C=CC=CC=4)=CC=C4C=3C=CC=C4)=C3C(C=CC=C3)=CC=2)C2C=CC=CC=2)=CC=1.CC([N:86](C)C)=O. The catalyst is C1C=CC(/C=C/C(/C=C/C2C=CC=CC=2)=O)=CC=1.C1C=CC(/C=C/C(/C=C/C2C=CC=CC=2)=O)=CC=1.C1C=CC(/C=C/C(/C=C/C2C=CC=CC=2)=O)=CC=1.[Pd].[Pd]. The product is [F:19][C:16]1[CH:17]=[CH:18][C:13]([O:12][CH:10]2[CH2:11][N:8]([C:4]3[N:3]=[C:2]([NH:86][C:22]4[CH:23]=[C:24]([CH:29]=[CH:30][CH:21]=4)[C:25]([NH:27][CH3:28])=[O:26])[CH:7]=[CH:6][CH:5]=3)[CH2:9]2)=[CH:14][CH:15]=1. The yield is 0.130. (5) The reactants are [OH:1][C:2]1[CH:7]=[CH:6][N:5]([C:8]2[CH:13]=[CH:12][C:11]([S:14]([CH3:17])(=[O:16])=[O:15])=[CH:10][CH:9]=2)[C:4](=[O:18])[CH:3]=1.[CH3:19][C@H:20]1[CH2:25][C@H:24](OS(C)(=O)=O)[CH2:23][CH2:22][N:21]1[C:31]([O:33][C:34]([CH3:37])([CH3:36])[CH3:35])=[O:32].C(=O)([O-])[O-].[K+].[K+]. The catalyst is CN(C=O)C.CCOC(C)=O.O. The product is [CH3:19][CH:20]1[CH2:25][CH:24]([O:1][C:2]2[CH:7]=[CH:6][N:5]([C:8]3[CH:9]=[CH:10][C:11]([S:14]([CH3:17])(=[O:16])=[O:15])=[CH:12][CH:13]=3)[C:4](=[O:18])[CH:3]=2)[CH2:23][CH2:22][N:21]1[C:31]([O:33][C:34]([CH3:35])([CH3:37])[CH3:36])=[O:32]. The yield is 0.520. (6) The reactants are CO[C:3]([C:5]1[CH:10]=[N:9][C:8]([NH:11][CH2:12][C:13]2[C:14]([C:19]3[CH:24]=[CH:23][CH:22]=[CH:21][CH:20]=3)=[N:15][O:16][C:17]=2[CH3:18])=[CH:7][N:6]=1)=[O:4].[NH2:25][CH:26]1[CH2:31][CH2:30][O:29][CH2:28][CH2:27]1. The product is [O:29]1[CH2:30][CH2:31][CH:26]([NH:25][C:3]([C:5]2[CH:10]=[N:9][C:8]([NH:11][CH2:12][C:13]3[C:14]([C:19]4[CH:20]=[CH:21][CH:22]=[CH:23][CH:24]=4)=[N:15][O:16][C:17]=3[CH3:18])=[CH:7][N:6]=2)=[O:4])[CH2:27][CH2:28]1. No catalyst specified. The yield is 0.810. (7) The reactants are C[O:2][C:3]([C:5]1[C:6]([C:14]2[CH:19]=[CH:18][CH:17]=[CH:16][C:15]=2[N+:20]([O-:22])=[O:21])=[CH:7][CH:8]=[C:9]([C:11](=[S:13])[NH2:12])[CH:10]=1)=[O:4].Br[CH2:24][C:25]([C:27]1[CH:32]=[CH:31][CH:30]=[CH:29][C:28]=1[O:33][CH3:34])=O. No catalyst specified. The product is [CH3:34][O:33][C:28]1[CH:29]=[CH:30][CH:31]=[CH:32][C:27]=1[C:25]1[N:12]=[C:11]([C:9]2[CH:10]=[C:5]([C:3]([OH:2])=[O:4])[C:6]([C:14]3[CH:19]=[CH:18][CH:17]=[CH:16][C:15]=3[N+:20]([O-:22])=[O:21])=[CH:7][CH:8]=2)[S:13][CH:24]=1. The yield is 0.670. (8) The reactants are [Br:1][C:2]1[C:3]([F:12])=[C:4]2[C:10]([NH2:11])=[CH:9][NH:8][C:5]2=[N:6][CH:7]=1.[CH:13]1([C:17](O)=[O:18])[CH2:16][CH2:15][CH2:14]1.C(N(CC)CC)C.C1N(P(Cl)(N2C(=O)OCC2)=O)C(=O)OC1.O[Li].O. The catalyst is C(Cl)Cl.O. The product is [Br:1][C:2]1[C:3]([F:12])=[C:4]2[C:10]([NH:11][C:17]([CH:13]3[CH2:16][CH2:15][CH2:14]3)=[O:18])=[CH:9][NH:8][C:5]2=[N:6][CH:7]=1. The yield is 0.710. (9) The reactants are C(OC([N:11]1[CH2:16][CH2:15][CH:14]([CH2:17][N:18]([C:29]2[CH:33]=[C:32]([C:34]3[CH:39]=[CH:38][CH:37]=[CH:36][CH:35]=3)[S:31][C:30]=2[C:40]([OH:42])=[O:41])[C:19](=[O:28])[C:20]2[CH:25]=[CH:24][C:23]([Cl:26])=[CH:22][C:21]=2[Cl:27])[CH2:13][CH2:12]1)=O)C1C=CC=CC=1. The catalyst is CO.[Pd]. The product is [Cl:27][C:21]1[CH:22]=[C:23]([Cl:26])[CH:24]=[CH:25][C:20]=1[C:19]([N:18]([CH2:17][CH:14]1[CH2:13][CH2:12][NH:11][CH2:16][CH2:15]1)[C:29]1[CH:33]=[C:32]([C:34]2[CH:35]=[CH:36][CH:37]=[CH:38][CH:39]=2)[S:31][C:30]=1[C:40]([OH:42])=[O:41])=[O:28]. The yield is 0.180. (10) The catalyst is [Pd]. The product is [NH2:14][C:11]1[CH:12]=[CH:13][C:8]2[C:7](=[O:17])[N:6]([CH2:18][C:19]([N:21]([CH3:22])[CH3:23])=[O:20])[CH2:5][CH2:4][N:3]([CH2:1][CH3:2])[C:9]=2[CH:10]=1. The yield is 0.980. The reactants are [CH2:1]([N:3]1[C:9]2[CH:10]=[C:11]([N+:14]([O-])=O)[CH:12]=[CH:13][C:8]=2[C:7](=[O:17])[N:6]([CH2:18][C:19]([N:21]([CH3:23])[CH3:22])=[O:20])[CH2:5][CH2:4]1)[CH3:2].C(O)C.